Dataset: Forward reaction prediction with 1.9M reactions from USPTO patents (1976-2016). Task: Predict the product of the given reaction. (1) The product is: [N+:1]([C:4]1[CH:9]=[CH:8][C:7]([O:17][C:16]2[CH:11]=[CH:12][C:13]([OH:18])=[CH:14][CH:15]=2)=[CH:6][CH:5]=1)([O-:3])=[O:2]. Given the reactants [N+:1]([C:4]1[CH:9]=[CH:8][C:7](F)=[CH:6][CH:5]=1)([O-:3])=[O:2].[CH:11]1[C:16]([OH:17])=[CH:15][CH:14]=[C:13]([OH:18])[CH:12]=1.[OH-].[Na+], predict the reaction product. (2) Given the reactants [CH:1]1[C:10]2[C:5](=[CH:6][CH:7]=[CH:8][CH:9]=2)[CH:4]=[CH:3][N:2]=1.ClC1C=CC=C(C(OO)=[O:19])C=1, predict the reaction product. The product is: [CH:1]1[C:10]2[C:5](=[CH:6][CH:7]=[CH:8][CH:9]=2)[CH:4]=[CH:3][N+:2]=1[O-:19]. (3) Given the reactants [OH:1][CH2:2][CH2:3][N:4]([CH2:17][C:18]([F:21])([F:20])[F:19])[C:5]1[CH:12]=[CH:11][C:8]([C:9]#[N:10])=[C:7]([C:13]([F:16])([F:15])[F:14])[CH:6]=1.O[C:23]1[CH:32]=[CH:31][C:26]([C:27]([O:29][CH3:30])=[O:28])=[CH:25][CH:24]=1, predict the reaction product. The product is: [C:9]([C:8]1[CH:11]=[CH:12][C:5]([N:4]([CH2:17][C:18]([F:19])([F:20])[F:21])[CH2:3][CH2:2][O:1][C:23]2[CH:32]=[CH:31][C:26]([C:27]([O:29][CH3:30])=[O:28])=[CH:25][CH:24]=2)=[CH:6][C:7]=1[C:13]([F:15])([F:16])[F:14])#[N:10].